The task is: Predict the reactants needed to synthesize the given product.. This data is from Full USPTO retrosynthesis dataset with 1.9M reactions from patents (1976-2016). (1) Given the product [Br:1][C:2]1[CH:3]=[CH:4][C:5]([I:12])=[C:6]([CH:11]=1)[CH2:7][N:8]([CH2:9][CH3:10])[C:25]([CH:22]1[CH2:24][CH2:23]1)=[O:26], predict the reactants needed to synthesize it. The reactants are: [Br:1][C:2]1[CH:3]=[CH:4][C:5]([I:12])=[C:6]([CH:11]=1)[CH2:7][NH:8][CH2:9][CH3:10].C(N(CC)C(C)C)(C)C.[CH:22]1([C:25](Cl)=[O:26])[CH2:24][CH2:23]1.O. (2) Given the product [CH:35]1([C:32]2[CH:33]=[CH:34][C:29]([C:27]3[O:26][N:25]=[C:24]([C:21]4[CH:22]=[CH:23][C:18]([C@H:9]5[CH2:10][C@H:11]([CH2:13][C:14]([OH:16])=[O:15])[CH2:12][NH:8]5)=[CH:19][CH:20]=4)[N:28]=3)=[CH:30][CH:31]=2)[CH2:36][CH2:37][CH2:38][CH2:39]1, predict the reactants needed to synthesize it. The reactants are: C(OC([N:8]1[CH2:12][C@@H:11]([CH2:13][C:14]([O:16]C)=[O:15])[CH2:10][C@@H:9]1[C:18]1[CH:23]=[CH:22][C:21]([C:24]2[N:28]=[C:27]([C:29]3[CH:34]=[CH:33][C:32]([CH:35]4[CH2:39][CH2:38][CH2:37][CH2:36]4)=[CH:31][CH:30]=3)[O:26][N:25]=2)=[CH:20][CH:19]=1)=O)(C)(C)C.[OH-].[Na+]. (3) Given the product [CH3:49][O:48][C:44](=[O:47])/[CH:45]=[CH:46]/[C:18]1[CH:19]=[C:20]2[C:15](=[CH:16][CH:17]=1)[O:14][C:11]1([CH2:12][CH2:13][N:8]([C:6]([O:5][C:1]([CH3:4])([CH3:3])[CH3:2])=[O:7])[CH2:9][CH2:10]1)[CH2:22][C:21]2=[O:23], predict the reactants needed to synthesize it. The reactants are: [C:1]([O:5][C:6]([N:8]1[CH2:13][CH2:12][C:11]2([CH2:22][C:21](=[O:23])[C:20]3[C:15](=[CH:16][CH:17]=[C:18](Br)[CH:19]=3)[O:14]2)[CH2:10][CH2:9]1)=[O:7])([CH3:4])([CH3:3])[CH3:2].C1C=CC(P(C2C=CC=CC=2)C2C=CC=CC=2)=CC=1.[C:44]([O:48][CH3:49])(=[O:47])[CH:45]=[CH2:46]. (4) Given the product [F:1][C:2]1[CH:11]=[C:10]2[NH:9][CH:8]([C:12]3[CH:13]=[CH:14][C:15]([F:18])=[CH:16][CH:17]=3)[CH:7]([C:19]3[N:23]([CH3:24])[N:22]=[CH:21][N:20]=3)[C:6]3=[N:32][NH:33][C:26](=[O:28])[C:4]([CH:3]=1)=[C:5]23, predict the reactants needed to synthesize it. The reactants are: [F:1][C:2]1[CH:3]=[C:4]([C:26]([O:28]CC)=O)[C:5]2[C:6](=O)[CH:7]([C:19]3[N:23]([CH3:24])[N:22]=[CH:21][N:20]=3)[CH:8]([C:12]3[CH:17]=[CH:16][C:15]([F:18])=[CH:14][CH:13]=3)[NH:9][C:10]=2[CH:11]=1.O.[NH2:32][NH2:33].